From a dataset of NCI-60 drug combinations with 297,098 pairs across 59 cell lines. Regression. Given two drug SMILES strings and cell line genomic features, predict the synergy score measuring deviation from expected non-interaction effect. (1) Drug 2: COC1=NC(=NC2=C1N=CN2C3C(C(C(O3)CO)O)O)N. Synergy scores: CSS=3.89, Synergy_ZIP=-1.87, Synergy_Bliss=-0.137, Synergy_Loewe=-2.90, Synergy_HSA=-0.222. Drug 1: C1=NC2=C(N=C(N=C2N1C3C(C(C(O3)CO)O)O)F)N. Cell line: UO-31. (2) Drug 1: C1CN1C2=NC(=NC(=N2)N3CC3)N4CC4. Drug 2: CC1C(C(CC(O1)OC2CC(CC3=C2C(=C4C(=C3O)C(=O)C5=CC=CC=C5C4=O)O)(C(=O)C)O)N)O. Cell line: LOX IMVI. Synergy scores: CSS=51.2, Synergy_ZIP=-2.14, Synergy_Bliss=-1.85, Synergy_Loewe=1.50, Synergy_HSA=3.65. (3) Drug 1: C1CCC(CC1)NC(=O)N(CCCl)N=O. Drug 2: C1=NC2=C(N=C(N=C2N1C3C(C(C(O3)CO)O)O)F)N. Cell line: HL-60(TB). Synergy scores: CSS=48.8, Synergy_ZIP=-1.41, Synergy_Bliss=-9.23, Synergy_Loewe=-18.7, Synergy_HSA=-9.17. (4) Drug 1: CC(CN1CC(=O)NC(=O)C1)N2CC(=O)NC(=O)C2. Drug 2: C1=NC2=C(N=C(N=C2N1C3C(C(C(O3)CO)O)O)F)N. Cell line: OVCAR-5. Synergy scores: CSS=20.2, Synergy_ZIP=-4.80, Synergy_Bliss=-1.03, Synergy_Loewe=-1.81, Synergy_HSA=-1.06. (5) Drug 1: CCN(CC)CCNC(=O)C1=C(NC(=C1C)C=C2C3=C(C=CC(=C3)F)NC2=O)C. Drug 2: CC12CCC3C(C1CCC2OP(=O)(O)O)CCC4=C3C=CC(=C4)OC(=O)N(CCCl)CCCl.[Na+]. Cell line: SK-MEL-28. Synergy scores: CSS=14.1, Synergy_ZIP=-7.20, Synergy_Bliss=-7.29, Synergy_Loewe=-7.13, Synergy_HSA=-7.13.